Dataset: Forward reaction prediction with 1.9M reactions from USPTO patents (1976-2016). Task: Predict the product of the given reaction. (1) Given the reactants I[C:2]1[CH:3]=[C:4]([CH:22]=[CH:23][CH:24]=1)[CH2:5][N:6]1[C:10]2=[N:11][C:12]([NH:15][C:16]3[CH:17]=[N:18][N:19]([CH3:21])[CH:20]=3)=[N:13][CH:14]=[C:9]2[CH:8]=[N:7]1.CC1(C)C2C(=C(P(C3C=CC=CC=3)C3C=CC=CC=3)C=CC=2)[O:46][C:28]2C(P(C3C=CC=CC=3)C3C=CC=CC=3)=CC=CC1=2.P([O-])([O-])([O-])=O.[K+].[K+].[K+].[NH:75]1[CH2:80][CH2:79][O:78][CH2:77][CH2:76]1, predict the reaction product. The product is: [CH3:21][N:19]1[CH:20]=[C:16]([NH:15][C:12]2[N:11]=[C:10]3[N:6]([CH2:5][C:4]4[CH:3]=[C:2]([C:28]([N:75]5[CH2:80][CH2:79][O:78][CH2:77][CH2:76]5)=[O:46])[CH:24]=[CH:23][CH:22]=4)[N:7]=[CH:8][C:9]3=[CH:14][N:13]=2)[CH:17]=[N:18]1. (2) Given the reactants Br[C:2]1[CH:7]=[C:6]([Cl:8])[CH:5]=[CH:4][C:3]=1[N:9]([C:21]([C:23]1[N:27]([CH3:28])[CH:26]=[N:25][CH:24]=1)=[O:22])[CH2:10][CH2:11][CH2:12][NH:13]C(=O)OC(C)(C)C.C(=O)([O-])[O-].[Na+].[Na+].[C:35]([OH:41])([C:37]([F:40])([F:39])[F:38])=[O:36], predict the reaction product. The product is: [NH2:13][CH2:12][CH2:11][CH2:10][N:9]1[C:3]2[CH:2]=[CH:7][C:6]([Cl:8])=[CH:5][C:4]=2[C:24]2[N:25]=[CH:26][N:27]([CH3:28])[C:23]=2[C:21]1=[O:22].[C:35]([OH:41])([C:37]([F:40])([F:39])[F:38])=[O:36].